This data is from Full USPTO retrosynthesis dataset with 1.9M reactions from patents (1976-2016). The task is: Predict the reactants needed to synthesize the given product. (1) Given the product [CH2:15]([O:14][C:12](=[O:13])[C:11]([F:17])=[C:19]([CH3:21])[CH3:18])[CH3:16], predict the reactants needed to synthesize it. The reactants are: [H-].[Na+].C(OP([CH:11]([F:17])[C:12]([O:14][CH2:15][CH3:16])=[O:13])(OCC)=O)C.[CH3:18][C:19]([CH3:21])=O. (2) Given the product [F:1][C:2]1[CH:3]=[C:4]([N:5]2[CH:13]=[C:33]([C:32]([OH:35])=[O:34])[N:23]=[CH:26]2)[CH:6]=[C:7]([C:9]([F:10])([F:11])[F:12])[CH:8]=1, predict the reactants needed to synthesize it. The reactants are: [F:1][C:2]1[CH:3]=[C:4]([CH:6]=[C:7]([C:9]([F:12])([F:11])[F:10])[CH:8]=1)[NH2:5].[CH:13](OCC)(OCC)OCC.[N+:23]([CH2:26]C(OCC)=O)([O-])=O.[C:32]([OH:35])(=[O:34])[CH3:33]. (3) Given the product [ClH:30].[CH3:29][O:28][C:25]1[CH:26]=[CH:27][C:22]([C:16]2[CH:15]=[CH:14][C:13]3[NH:12][C:11]4[CH2:10][CH2:9][NH:8][CH2:21][CH2:20][C:19]=4[C:18]=3[CH:17]=2)=[CH:23][CH:24]=1, predict the reactants needed to synthesize it. The reactants are: C([N:8]1[CH2:21][CH2:20][C:19]2[C:18]3[CH:17]=[C:16]([C:22]4[CH:27]=[CH:26][C:25]([O:28][CH3:29])=[CH:24][CH:23]=4)[CH:15]=[CH:14][C:13]=3[NH:12][C:11]=2[CH2:10][CH2:9]1)C1C=CC=CC=1.[ClH:30].